From a dataset of Reaction yield outcomes from USPTO patents with 853,638 reactions. Predict the reaction yield, written as a fraction of the theoretical maximum amount of product (1.0 means a 100% yield; for example, 0.34 means a 34% yield). (1) The reactants are [NH2:1][C@@H:2]1[CH:7]2[CH2:8][CH2:9][N:4]([CH2:5][CH2:6]2)[C@H:3]1[CH2:10][C:11]1[CH:12]=[N:13][CH:14]=[CH:15][CH:16]=1.C(O)C.[C:20]1([CH3:47])[CH:25]=[CH:24][C:23]([C:26]([C@:28]([C:44]([OH:46])=[O:45])([OH:43])[C@:29]([C:34]([C:36]2[CH:41]=[CH:40][C:39]([CH3:42])=[CH:38][CH:37]=2)=[O:35])([OH:33])[C:30]([OH:32])=[O:31])=[O:27])=[CH:22][CH:21]=1. The catalyst is C(O)C.O. The product is [C:20]1([CH3:47])[CH:25]=[CH:24][C:23]([C:26]([C@:28]([C:44]([OH:46])=[O:45])([OH:43])[C@:29]([C:34]([C:36]2[CH:37]=[CH:38][C:39]([CH3:42])=[CH:40][CH:41]=2)=[O:35])([OH:33])[C:30]([OH:32])=[O:31])=[O:27])=[CH:22][CH:21]=1.[NH2:1][C@@H:2]1[CH:7]2[CH2:6][CH2:5][N:4]([CH2:9][CH2:8]2)[C@H:3]1[CH2:10][C:11]1[CH:12]=[N:13][CH:14]=[CH:15][CH:16]=1. The yield is 0.581. (2) The reactants are [CH3:1][Si:2]([CH3:30])([CH3:29])[C:3]1[CH:4]=[C:5]([CH:22]=[C:23]([Si:25]([CH3:28])([CH3:27])[CH3:26])[CH:24]=1)[C:6]([NH:8][C:9]1[CH:21]=[CH:20][C:12]([CH:13]=[CH:14][C:15]([O:17][CH2:18][CH3:19])=[O:16])=[CH:11][CH:10]=1)=O.COC1C=CC(P2(SP(C3C=CC(OC)=CC=3)(=S)S2)=[S:40])=CC=1. The catalyst is C1(C)C=CC=CC=1. The product is [CH3:1][Si:2]([CH3:30])([CH3:29])[C:3]1[CH:4]=[C:5]([C:6]([NH:8][C:9]2[CH:21]=[CH:20][C:12]([CH:13]=[CH:14][C:15]([O:17][CH2:18][CH3:19])=[O:16])=[CH:11][CH:10]=2)=[S:40])[CH:22]=[C:23]([Si:25]([CH3:28])([CH3:27])[CH3:26])[CH:24]=1. The yield is 0.760.